Dataset: Forward reaction prediction with 1.9M reactions from USPTO patents (1976-2016). Task: Predict the product of the given reaction. (1) The product is: [CH3:1][C:2]1[N:7]=[C:6]([C:8]([OH:21])=[O:16])[C:5]([C:10]2[CH:15]=[CH:14][CH:13]=[CH:12][N:11]=2)=[CH:4][CH:3]=1. Given the reactants [CH3:1][C:2]1[N:7]=[C:6]([C:8]#N)[C:5]([C:10]2[CH:15]=[CH:14][CH:13]=[CH:12][N:11]=2)=[CH:4][CH:3]=1.[OH-:16].[Na+].C1C(=NNC2C=CC(/C=C/C3C=CC(NN=C4C=CC(=O)C=C4)=CC=3S([O-])(=O)=O)=C(S([O-])(=O)=O)C=2)C=CC(=[O:21])C=1.[Na+].[Na+], predict the reaction product. (2) Given the reactants [CH3:1][O:2][C:3](=[O:14])[CH2:4][C:5]1[CH:13]=[CH:12][C:8]([C:9](O)=[O:10])=[CH:7][N:6]=1.[CH3:15][N:16](C(ON1N=NC2C=CC=NC1=2)=[N+](C)C)[CH3:17].F[P-](F)(F)(F)(F)F.C(N(C(C)C)C(C)C)C.CNC, predict the reaction product. The product is: [CH3:15][N:16]([CH3:17])[C:9]([C:8]1[CH:12]=[CH:13][C:5]([CH2:4][C:3]([O:2][CH3:1])=[O:14])=[N:6][CH:7]=1)=[O:10]. (3) Given the reactants [CH:1]1[C:10]2[C:5](=[CH:6][CH:7]=[CH:8][CH:9]=2)[CH:4]=[CH:3][C:2]=1[C:11](=O)[CH:12]([C:19]1[CH:24]=[CH:23][N:22]=[CH:21][CH:20]=1)[CH2:13][C:14]([O:16]CC)=O.O.[NH2:27][NH2:28].CO, predict the reaction product. The product is: [CH:1]1[C:10]2[C:5](=[CH:6][CH:7]=[CH:8][CH:9]=2)[CH:4]=[CH:3][C:2]=1[C:11]1[CH:12]([C:19]2[CH:24]=[CH:23][N:22]=[CH:21][CH:20]=2)[CH2:13][C:14](=[O:16])[NH:27][N:28]=1. (4) Given the reactants [Cl:1][C:2]1[CH:3]=[C:4]([CH:8]([C:23]2[CH:28]=[CH:27][CH:26]=[CH:25][CH:24]=2)[O:9][C:10]2[CH:19]=[CH:18][C:17]([N+:20]([O-])=O)=[CH:16][C:11]=2[C:12]([O:14][CH3:15])=[O:13])[CH:5]=[CH:6][CH:7]=1.[Cl-].[Ca+2].[Cl-], predict the reaction product. The product is: [NH2:20][C:17]1[CH:18]=[CH:19][C:10]([O:9][CH:8]([C:4]2[CH:5]=[CH:6][CH:7]=[C:2]([Cl:1])[CH:3]=2)[C:23]2[CH:28]=[CH:27][CH:26]=[CH:25][CH:24]=2)=[C:11]([CH:16]=1)[C:12]([O:14][CH3:15])=[O:13].